This data is from Full USPTO retrosynthesis dataset with 1.9M reactions from patents (1976-2016). The task is: Predict the reactants needed to synthesize the given product. (1) Given the product [O:6]=[S:5]1(=[O:7])[CH2:4][CH2:3][CH2:2][N:8]1[C:9]1[CH:17]=[C:16]([C:18]([O:20][CH3:21])=[O:19])[CH:15]=[C:14]2[C:10]=1[CH:11]=[N:12][N:13]2[CH2:22][CH3:23], predict the reactants needed to synthesize it. The reactants are: Cl[CH2:2][CH2:3][CH2:4][S:5]([N:8](S(CCCCl)(=O)=O)[C:9]1[CH:17]=[C:16]([C:18]([O:20][CH3:21])=[O:19])[CH:15]=[C:14]2[C:10]=1[CH:11]=[N:12][N:13]2[CH2:22][CH3:23])(=[O:7])=[O:6].CCN(CC)CC. (2) Given the product [C:1]([C:5]1[N:9]=[C:8]([CH2:10][C:11]([O:13][CH2:14][CH3:15])=[O:12])[N:7]([CH2:17][CH2:18][O:19][CH3:20])[N:6]=1)([CH3:4])([CH3:2])[CH3:3], predict the reactants needed to synthesize it. The reactants are: [C:1]([C:5]1[N:9]=[C:8]([CH2:10][C:11]([O:13][CH2:14][CH3:15])=[O:12])[NH:7][N:6]=1)([CH3:4])([CH3:3])[CH3:2].Br[CH2:17][CH2:18][O:19][CH3:20].C([O-])([O-])=O.[K+].[K+]. (3) Given the product [F:31][C:10]1[CH:11]=[C:12]([NH:15][C:16]([C:18]2([C:21]([NH:23][C:24]3[CH:25]=[CH:26][C:27]([F:30])=[CH:28][CH:29]=3)=[O:22])[CH2:20][CH2:19]2)=[O:17])[CH:13]=[CH:14][C:9]=1[O:8][C:6]1[CH:5]=[CH:4][N:3]=[C:2]([NH:1][C:40]([N:60]2[CH2:61][CH:58]([CH2:57][OH:56])[CH2:59]2)=[O:41])[CH:7]=1, predict the reactants needed to synthesize it. The reactants are: [NH2:1][C:2]1[CH:7]=[C:6]([O:8][C:9]2[CH:14]=[CH:13][C:12]([NH:15][C:16]([C:18]3([C:21]([NH:23][C:24]4[CH:29]=[CH:28][C:27]([F:30])=[CH:26][CH:25]=4)=[O:22])[CH2:20][CH2:19]3)=[O:17])=[CH:11][C:10]=2[F:31])[CH:5]=[CH:4][N:3]=1.C(N(CC)CC)C.Cl[C:40](OC1C=CC=CC=1)=[O:41].FC(F)(F)C(O)=O.[OH:56][CH2:57][CH:58]1[CH2:61][NH:60][CH2:59]1. (4) Given the product [CH2:10]([Si:9]([CH2:14][CH3:15])([CH2:12][CH3:13])[CH2:1][CH:2]=[CH:3][CH2:4][CH2:5][CH2:6][CH2:7][CH3:8])[CH3:11], predict the reactants needed to synthesize it. The reactants are: [CH2:1]=[CH:2][CH2:3][CH2:4][CH2:5][CH2:6][CH2:7][CH3:8].[SiH:9]([CH2:14][CH3:15])([CH2:12][CH3:13])[CH2:10][CH3:11].